The task is: Predict which catalyst facilitates the given reaction.. This data is from Catalyst prediction with 721,799 reactions and 888 catalyst types from USPTO. Reactant: [OH:1][C:2]1[C:7]([C:8]([OH:10])=[O:9])=[CH:6][N:5]=[CH:4][CH:3]=1.[H-].[Na+].[C:13]([C:15]1[CH:22]=[CH:21][C:18]([CH2:19]Br)=[CH:17][CH:16]=1)#[N:14]. Product: [C:13]([C:15]1[CH:22]=[CH:21][C:18]([CH2:19][N:5]2[CH:4]=[CH:3][C:2](=[O:1])[C:7]([C:8]([OH:10])=[O:9])=[CH:6]2)=[CH:17][CH:16]=1)#[N:14]. The catalyst class is: 18.